This data is from CYP2D6 inhibition data for predicting drug metabolism from PubChem BioAssay. The task is: Regression/Classification. Given a drug SMILES string, predict its absorption, distribution, metabolism, or excretion properties. Task type varies by dataset: regression for continuous measurements (e.g., permeability, clearance, half-life) or binary classification for categorical outcomes (e.g., BBB penetration, CYP inhibition). Dataset: cyp2d6_veith. (1) The molecule is COc1cnc(-c2ccccc2)nc1Oc1cccc(C)c1. The result is 0 (non-inhibitor). (2) The compound is CCN1CCc2c(sc(NC(=S)NC(=O)c3ccccc3)c2C#N)C1. The result is 0 (non-inhibitor). (3) The molecule is CCOC(=O)c1cnn(-c2cc(Oc3ccccc3)ncn2)c1N. The result is 0 (non-inhibitor). (4) The molecule is NC(=O)C1(N2CCCCC2)CCN(C(=S)Nc2ccc(Cl)cc2)CC1. The result is 0 (non-inhibitor). (5) The result is 0 (non-inhibitor). The compound is Cc1c(N)c(=O)n(-c2ccccc2)n1C.